This data is from Catalyst prediction with 721,799 reactions and 888 catalyst types from USPTO. The task is: Predict which catalyst facilitates the given reaction. (1) Reactant: C[O:2][C:3]([C:5]1[C:18]2[O:17][C:16]3[C:11](=[CH:12][CH:13]=[CH:14][CH:15]=3)[C:10](=[C:19]3[CH2:25][CH:24]4[N:26](C(=O)C(F)(F)F)[CH:21]([CH2:22][CH2:23]4)[CH2:20]3)[C:9]=2[CH:8]=[CH:7][CH:6]=1)=O.[H-].C([Al+]CC(C)C)C(C)C.[C@H](O)(C([O-])=O)[C@@H](O)C([O-])=O.[Na+].[K+]. Product: [CH:21]12[NH:26][CH:24]([CH2:23][CH2:22]1)[CH2:25][C:19](=[C:10]1[C:9]3[CH:8]=[CH:7][CH:6]=[C:5]([CH2:3][OH:2])[C:18]=3[O:17][C:16]3[C:11]1=[CH:12][CH:13]=[CH:14][CH:15]=3)[CH2:20]2. The catalyst class is: 2. (2) Reactant: [F:1][C:2]1[CH:3]=[C:4]([O:8]C(=O)CCCCl)[CH:5]=[CH:6][CH:7]=1.[Cl-].[Al+3].[Cl-].[Cl-].[OH2:19]. Product: [F:1][C:2]1[CH:7]=[C:6]2[C:5](=[C:4]([OH:8])[CH:3]=1)[C:6](=[O:19])[CH2:7][CH:2]2[CH3:3]. The catalyst class is: 13. (3) Reactant: S(=O)(=O)(O)O.[CH3:6][NH:7]/[CH:8]=[CH:9]/[C:10]1[CH:17]=[CH:16][CH:15]=[C:14]([N+:18]([O-:20])=[O:19])[C:11]=1[C:12]#[N:13].C(O[BH-](OC(=O)C)OC(=O)C)(=O)C.[Na+].[OH-].[Na+]. Product: [CH3:6][N:7]1[CH2:8][CH2:9][C:10]2[C:11](=[C:14]([N+:18]([O-:20])=[O:19])[CH:15]=[CH:16][CH:17]=2)[C:12]1=[NH:13]. The catalyst class is: 149. (4) Reactant: S(Cl)([Cl:3])=O.[CH2:5]([NH:7][CH2:8][C:9]([OH:11])=[O:10])[CH3:6].[CH3:12]COCC. Product: [ClH:3].[CH2:5]([NH:7][CH2:8][C:9]([O:11][CH3:12])=[O:10])[CH3:6]. The catalyst class is: 5. (5) Reactant: [OH:1][CH2:2][C:3]1[N:8]=[C:7]([NH:9][C:10]([NH2:12])=[S:11])[CH:6]=[CH:5][CH:4]=1.Br[CH:14]([C:20]1[CH:25]=[CH:24][CH:23]=[CH:22][CH:21]=1)[CH:15](OC)OC.Cl.C([O-])([O-])=O.[Na+].[Na+]. Product: [C:20]1([C:14]2[S:11][C:10]([NH:9][C:7]3[CH:6]=[CH:5][CH:4]=[C:3]([CH2:2][OH:1])[N:8]=3)=[N:12][CH:15]=2)[CH:25]=[CH:24][CH:23]=[CH:22][CH:21]=1. The catalyst class is: 88.